Dataset: NCI-60 drug combinations with 297,098 pairs across 59 cell lines. Task: Regression. Given two drug SMILES strings and cell line genomic features, predict the synergy score measuring deviation from expected non-interaction effect. (1) Drug 1: CC1=C(C=C(C=C1)NC2=NC=CC(=N2)N(C)C3=CC4=NN(C(=C4C=C3)C)C)S(=O)(=O)N.Cl. Drug 2: C1=CC(=CC=C1CCCC(=O)O)N(CCCl)CCCl. Cell line: M14. Synergy scores: CSS=-5.98, Synergy_ZIP=-2.24, Synergy_Bliss=-2.45, Synergy_Loewe=-9.27, Synergy_HSA=-5.42. (2) Drug 1: CC1=C2C(C(=O)C3(C(CC4C(C3C(C(C2(C)C)(CC1OC(=O)C(C(C5=CC=CC=C5)NC(=O)OC(C)(C)C)O)O)OC(=O)C6=CC=CC=C6)(CO4)OC(=O)C)OC)C)OC. Drug 2: C1=NNC2=C1C(=O)NC=N2. Cell line: SN12C. Synergy scores: CSS=18.0, Synergy_ZIP=-3.64, Synergy_Bliss=-6.85, Synergy_Loewe=-37.3, Synergy_HSA=-7.08. (3) Drug 2: CC12CCC3C(C1CCC2OP(=O)(O)O)CCC4=C3C=CC(=C4)OC(=O)N(CCCl)CCCl.[Na+]. Drug 1: C#CCC(CC1=CN=C2C(=N1)C(=NC(=N2)N)N)C3=CC=C(C=C3)C(=O)NC(CCC(=O)O)C(=O)O. Synergy scores: CSS=3.58, Synergy_ZIP=-1.34, Synergy_Bliss=1.57, Synergy_Loewe=-0.964, Synergy_HSA=-0.247. Cell line: SF-268.